This data is from Catalyst prediction with 721,799 reactions and 888 catalyst types from USPTO. The task is: Predict which catalyst facilitates the given reaction. (1) Reactant: [NH2:1][C:2]12[C:19](=[O:20])[C:18]3[C:13](=[CH:14][CH:15]=[CH:16][CH:17]=3)[C:3]1([OH:21])[O:4][C:5]1[CH:10]=[C:9]([CH3:11])[C:8]([CH3:12])=[CH:7][C:6]=12.[NH:22]1[CH:26]=[CH:25][CH:24]=[C:23]1[C:27](O)=[O:28].C1CCC(N=C=NC2CCCCC2)CC1. Product: [OH:21][C:3]12[C:13]3[C:18](=[CH:17][CH:16]=[CH:15][CH:14]=3)[C:19](=[O:20])[C:2]1([NH:1][C:27]([C:23]1[NH:22][CH:26]=[CH:25][CH:24]=1)=[O:28])[C:6]1[CH:7]=[C:8]([CH3:12])[C:9]([CH3:11])=[CH:10][C:5]=1[O:4]2. The catalyst class is: 2. (2) The catalyst class is: 1. Reactant: [H-].[Na+].[CH3:3][CH:4]([C:9]([O:11][CH3:12])=[O:10])[C:5]([O:7][CH3:8])=[O:6].C1C=CC(S(N(S(C2C=CC=CC=2)(=O)=O)[F:23])(=O)=O)=CC=1. Product: [F:23][C:4]([CH3:3])([C:9]([O:11][CH3:12])=[O:10])[C:5]([O:7][CH3:8])=[O:6]. (3) Reactant: [F:1][C:2]1[C:8]([N+:9]([O-:11])=[O:10])=[CH:7][C:5]([NH2:6])=[C:4]([O:12][CH3:13])[CH:3]=1.N1C=CC=CC=1.[CH3:20][S:21](Cl)(=[O:23])=[O:22].Cl. Product: [F:1][C:2]1[C:8]([N+:9]([O-:11])=[O:10])=[CH:7][C:5]([NH:6][S:21]([CH3:20])(=[O:23])=[O:22])=[C:4]([O:12][CH3:13])[CH:3]=1. The catalyst class is: 7. (4) Reactant: [Br:1][C:2]1[C:7]2[N:8]([C:29]3[CH:34]=[CH:33][CH:32]=[CH:31][CH:30]=3)[C:9]([C@@H:11]([NH:13][C:14]3[N:22]=[CH:21][N:20]=[C:19]4[C:15]=3[N:16]=[CH:17][N:18]4C3CCCCO3)[CH3:12])=[N:10][C:6]=2[CH:5]=[CH:4][C:3]=1[O:35][CH3:36]. Product: [Br:1][C:2]1[C:7]2[N:8]([C:29]3[CH:30]=[CH:31][CH:32]=[CH:33][CH:34]=3)[C:9]([CH:11]([NH:13][C:14]3[N:22]=[CH:21][N:20]=[C:19]4[C:15]=3[N:16]=[CH:17][NH:18]4)[CH3:12])=[N:10][C:6]=2[CH:5]=[CH:4][C:3]=1[O:35][CH3:36]. The catalyst class is: 209. (5) Reactant: [Br:1][C:2]1[CH:7]=[CH:6][C:5]([C:8]2[N:12]([CH2:13][C@@H:14]3[CH2:18][CH2:17][N:16](C(OC(C)(C)C)=O)[CH2:15]3)[C:11]3[CH:26]=[CH:27][CH:28]=[CH:29][C:10]=3[N:9]=2)=[CH:4][CH:3]=1.[ClH:30].[OH-].[K+]. Product: [ClH:30].[Br:1][C:2]1[CH:7]=[CH:6][C:5]([C:8]2[N:12]([CH2:13][C@@H:14]3[CH2:18][CH2:17][NH:16][CH2:15]3)[C:11]3[CH:26]=[CH:27][CH:28]=[CH:29][C:10]=3[N:9]=2)=[CH:4][CH:3]=1. The catalyst class is: 220.